From a dataset of Forward reaction prediction with 1.9M reactions from USPTO patents (1976-2016). Predict the product of the given reaction. (1) Given the reactants [NH:1]1[CH2:6][CH2:5][C:4]2([O:11][C:10]3[C:12]4[C:17]([C:18](=[O:21])[C:19](=[O:20])[C:9]=3[S:8][CH2:7]2)=[CH:16][CH:15]=[CH:14][CH:13]=4)[CH2:3][CH2:2]1.[Cl:22][C:23]1[N:27]([CH3:28])[N:26]=[C:25]([CH3:29])[C:24]=1[S:30](Cl)(=[O:32])=[O:31], predict the reaction product. The product is: [Cl:22][C:23]1[N:27]([CH3:28])[N:26]=[C:25]([CH3:29])[C:24]=1[S:30]([N:1]1[CH2:2][CH2:3][C:4]2([O:11][C:10]3[C:12]4[C:17]([C:18](=[O:21])[C:19](=[O:20])[C:9]=3[S:8][CH2:7]2)=[CH:16][CH:15]=[CH:14][CH:13]=4)[CH2:5][CH2:6]1)(=[O:31])=[O:32]. (2) The product is: [NH2:15][C:11]1[CH:10]=[C:9]([Cl:16])[N:8]=[C:7]([C:5]([OH:6])=[O:4])[C:12]=1[CH:13]=[CH2:14]. Given the reactants [OH-].[Na+].C[O:4][C:5]([C:7]1[C:12]([CH:13]=[CH2:14])=[C:11]([NH2:15])[CH:10]=[C:9]([Cl:16])[N:8]=1)=[O:6], predict the reaction product. (3) Given the reactants FC(F)(F)C([N:5]1[CH2:10][CH2:9][N:8]([CH:11]2[CH2:14][N:13]([C:15]([C:17]3[CH:18]=[C:19]4[C:23](=[CH:24][CH:25]=3)[N:22]([C:26]3[CH:31]=[CH:30][C:29]([F:32])=[CH:28][CH:27]=3)[CH:21]=[CH:20]4)=[O:16])[CH2:12]2)[CH2:7][CH2:6]1)=O, predict the reaction product. The product is: [F:32][C:29]1[CH:28]=[CH:27][C:26]([N:22]2[C:23]3[C:19](=[CH:18][C:17]([C:15]([N:13]4[CH2:14][CH:11]([N:8]5[CH2:7][CH2:6][NH:5][CH2:10][CH2:9]5)[CH2:12]4)=[O:16])=[CH:25][CH:24]=3)[CH:20]=[CH:21]2)=[CH:31][CH:30]=1. (4) The product is: [O:11]1[CH2:22][CH2:21][CH:20]([CH2:26][CH2:25][N:3]2[CH2:8][CH2:7][C:6](=[O:9])[CH2:5][CH2:4]2)[O:13][CH2:10]1. Given the reactants Cl.O.[NH:3]1[CH2:8][CH2:7][C:6](=[O:9])[CH2:5][CH2:4]1.[C:10](=[O:13])([O-])[O-:11].[K+].[K+].S([C:20]1[CH:26]=[CH:25]C(C)=[CH:22][CH:21]=1)([O-])(=O)=O.[I-].[Na+], predict the reaction product. (5) Given the reactants Cl.[NH:2]1[C:10]2[C:5](=[CH:6][C:7]([NH:11][C:12]3[C:13]4[CH:20]=[C:19]([C:21]5[CH2:22][CH2:23][NH:24][CH2:25][CH:26]=5)[NH:18][C:14]=4[N:15]=[CH:16][N:17]=3)=[CH:8][CH:9]=2)[CH:4]=[N:3]1.CCN(C(C)C)C(C)C.[CH3:36][S:37](Cl)(=[O:39])=[O:38], predict the reaction product. The product is: [NH:2]1[C:10]2[C:5](=[CH:6][C:7]([NH:11][C:12]3[C:13]4[CH:20]=[C:19]([C:21]5[CH2:22][CH2:23][N:24]([S:37]([CH3:36])(=[O:39])=[O:38])[CH2:25][CH:26]=5)[NH:18][C:14]=4[N:15]=[CH:16][N:17]=3)=[CH:8][CH:9]=2)[CH:4]=[N:3]1. (6) Given the reactants [NH2:1][CH2:2][CH2:3][C:4]([OH:6])=[O:5].[OH-].[Na+].[C:9](Cl)(=[O:13])[C:10]([CH3:12])=[CH2:11].Cl, predict the reaction product. The product is: [C:9]([NH:1][CH2:2][CH2:3][C:4]([OH:6])=[O:5])(=[O:13])[C:10]([CH3:12])=[CH2:11]. (7) Given the reactants [C:1]1([CH3:33])[CH:6]=[CH:5][C:4]([C:7]2[CH:8]=[N:9][N:10]3[C:15]([C:16]4[CH:21]=[CH:20][C:19]([CH3:22])=[CH:18][CH:17]=4)=[C:14]([CH:23]([CH2:29][CH2:30][CH3:31])[C:24]([O:26]CC)=[O:25])[C:13]([CH3:32])=[N:12][C:11]=23)=[CH:3][CH:2]=1.[OH-].[Na+], predict the reaction product. The product is: [C:1]1([CH3:33])[CH:6]=[CH:5][C:4]([C:7]2[CH:8]=[N:9][N:10]3[C:15]([C:16]4[CH:21]=[CH:20][C:19]([CH3:22])=[CH:18][CH:17]=4)=[C:14]([CH:23]([CH2:29][CH2:30][CH3:31])[C:24]([OH:26])=[O:25])[C:13]([CH3:32])=[N:12][C:11]=23)=[CH:3][CH:2]=1. (8) Given the reactants Br[CH2:2][C:3]([C:5]1[C:6](=[O:16])[O:7][C:8]2[C:13]([CH:14]=1)=[CH:12][CH:11]=[CH:10][C:9]=2[Cl:15])=O.[NH2:17][C:18]([NH2:20])=[O:19], predict the reaction product. The product is: [NH2:20][C:18]1[O:19][CH:2]=[C:3]([C:5]2[C:6](=[O:16])[O:7][C:8]3[C:13]([CH:14]=2)=[CH:12][CH:11]=[CH:10][C:9]=3[Cl:15])[N:17]=1. (9) Given the reactants BrBr.[CH3:3][O:4][C:5]1[CH:10]=[CH:9][C:8]([C:11](=O)[CH2:12][C:13]2[CH:18]=[CH:17][N:16]=[C:15]([NH:19]C(OC(C)(C)C)=O)[CH:14]=2)=[CH:7][CH:6]=1.[NH2:28][C:29]([NH2:31])=[S:30].C(N(CC)CC)C, predict the reaction product. The product is: [NH2:31][C:29]1[S:30][C:12]([C:13]2[CH:18]=[CH:17][N:16]=[C:15]([NH2:19])[CH:14]=2)=[C:11]([C:8]2[CH:7]=[CH:6][C:5]([O:4][CH3:3])=[CH:10][CH:9]=2)[N:28]=1.